This data is from Catalyst prediction with 721,799 reactions and 888 catalyst types from USPTO. The task is: Predict which catalyst facilitates the given reaction. (1) Reactant: [CH2:1]([C:5]([NH:16][C:17]([C:19]1[N:23]2[CH:24]=[CH:25][CH:26]=[C:27]([O:28][CH2:29][C:30]3[C:35]([F:36])=[CH:34][CH:33]=[CH:32][C:31]=3[F:37])[C:22]2=[N:21][C:20]=1[CH3:38])=[O:18])([C:11](OCC)=[O:12])[C:6](OCC)=[O:7])[CH2:2][CH2:3][CH3:4].[Cl-].[Ca+2].[Cl-].[BH4-].[Na+].Cl. Product: [F:37][C:31]1[CH:32]=[CH:33][CH:34]=[C:35]([F:36])[C:30]=1[CH2:29][O:28][C:27]1[C:22]2[N:23]([C:19]([C:17]([NH:16][C:5]([CH2:6][OH:7])([CH2:1][CH2:2][CH2:3][CH3:4])[CH2:11][OH:12])=[O:18])=[C:20]([CH3:38])[N:21]=2)[CH:24]=[CH:25][CH:26]=1. The catalyst class is: 815. (2) Reactant: [CH2:1]([C:3]1[C:11](I)=[C:6]2[CH:7]=[CH:8][CH:9]=[CH:10][N:5]2[N:4]=1)[CH3:2].[F:13][C:14]1[CH:15]=[C:16](B(O)O)[CH:17]=[C:18]([F:20])[CH:19]=1.C(=O)([O-])[O-].[K+].[K+]. Product: [F:13][C:14]1[CH:15]=[C:16]([C:11]2[C:3]([CH2:1][CH3:2])=[N:4][N:5]3[CH:10]=[CH:9][CH:8]=[CH:7][C:6]=23)[CH:17]=[C:18]([F:20])[CH:19]=1. The catalyst class is: 708. (3) Reactant: [CH2:1]([O:5][CH2:6][CH2:7][O:8][C:9]1[CH:14]=[CH:13][C:12]([C:15]2[CH:16]=[CH:17][C:18]3[N:24]([CH2:25][CH:26]([CH3:28])[CH3:27])[CH2:23][CH2:22][C:21]([C:29]([NH:31][C:32]4[CH:37]=[CH:36][C:35]([CH2:38][S:39][C:40]5[N:41]([CH3:45])[CH:42]=[CH:43][N:44]=5)=[CH:34][CH:33]=4)=[O:30])=[CH:20][C:19]=3[CH:46]=2)=[CH:11][CH:10]=1)[CH2:2][CH2:3][CH3:4].ClC1C=CC=C(C(OO)=[O:55])C=1.S([O-])([O-])(=O)=S.[Na+].[Na+]. Product: [CH2:1]([O:5][CH2:6][CH2:7][O:8][C:9]1[CH:10]=[CH:11][C:12]([C:15]2[CH:16]=[CH:17][C:18]3[N:24]([CH2:25][CH:26]([CH3:27])[CH3:28])[CH2:23][CH2:22][C:21]([C:29]([NH:31][C:32]4[CH:33]=[CH:34][C:35]([CH2:38][S:39]([C:40]5[N:41]([CH3:45])[CH:42]=[CH:43][N:44]=5)=[O:55])=[CH:36][CH:37]=4)=[O:30])=[CH:20][C:19]=3[CH:46]=2)=[CH:13][CH:14]=1)[CH2:2][CH2:3][CH3:4]. The catalyst class is: 4. (4) Reactant: [CH3:1][C:2]([OH:12])([CH2:4][CH2:5][C:6]1([CH3:11])OCC[O:7]1)[CH3:3].Cl.[OH-].[Na+]. Product: [OH:12][C:2]([CH3:3])([CH3:1])[CH2:4][CH2:5][C:6](=[O:7])[CH3:11]. The catalyst class is: 21. (5) Reactant: [Cl:1][C:2]1[CH:3]=[N+:4]([O-:27])[CH:5]=[C:6]([Cl:26])[C:7]=1[CH2:8][C@@H:9]([C:11]1[CH:16]=[CH:15][C:14]([O:17][CH:18]([F:20])[F:19])=[C:13]([O:21][CH2:22][CH:23]2[CH2:25][CH2:24]2)[CH:12]=1)[OH:10].[CH:28]1([CH2:31][O:32][C:33]2[CH:34]=[C:35]([CH:39]=[CH:40][C:41]=2[CH:42]=[O:43])[C:36](O)=[O:37])[CH2:30][CH2:29]1.CCN=C=NCCCN(C)C.Cl. Product: [Cl:1][C:2]1[CH:3]=[N+:4]([O-:27])[CH:5]=[C:6]([Cl:26])[C:7]=1[CH2:8][C@@H:9]([C:11]1[CH:16]=[CH:15][C:14]([O:17][CH:18]([F:20])[F:19])=[C:13]([O:21][CH2:22][CH:23]2[CH2:25][CH2:24]2)[CH:12]=1)[O:10][C:36](=[O:37])[C:35]1[CH:39]=[CH:40][C:41]([CH:42]=[O:43])=[C:33]([O:32][CH2:31][CH:28]2[CH2:30][CH2:29]2)[CH:34]=1. The catalyst class is: 808.